This data is from Catalyst prediction with 721,799 reactions and 888 catalyst types from USPTO. The task is: Predict which catalyst facilitates the given reaction. (1) Reactant: [O:1]=[C:2]1[C:8]2[CH:9]=[CH:10][CH:11]=[CH:12][C:7]=2[S:6][CH2:5][C@@H:4]2[CH2:13][CH2:14][C@H:15]([C:17]([O:19]C)=[O:18])[CH2:16][N:3]12.[OH-].[Na+]. Product: [O:1]=[C:2]1[C:8]2[CH:9]=[CH:10][CH:11]=[CH:12][C:7]=2[S:6][CH2:5][CH:4]2[CH2:13][CH2:14][CH:15]([C:17]([OH:19])=[O:18])[CH2:16][N:3]12. The catalyst class is: 242. (2) Reactant: C(OP([CH2:9][C:10]([O:12][CH2:13][CH3:14])=[O:11])(OCC)=O)C.[H-].[Na+].[CH3:17][O:18][CH2:19][O:20][C:21]1[CH:28]=[CH:27][C:24]([CH:25]=O)=[C:23]([O:29][C:30]2[CH:35]=[CH:34][C:33]([C:36]([F:39])([F:38])[F:37])=[CH:32][N:31]=2)[CH:22]=1.[Cl-].[NH4+]. Product: [CH3:17][O:18][CH2:19][O:20][C:21]1[CH:28]=[CH:27][C:24](/[CH:25]=[CH:9]/[C:10]([O:12][CH2:13][CH3:14])=[O:11])=[C:23]([O:29][C:30]2[CH:35]=[CH:34][C:33]([C:36]([F:38])([F:39])[F:37])=[CH:32][N:31]=2)[CH:22]=1. The catalyst class is: 7. (3) Reactant: Cl[C:2]1[CH:11]=[C:10]2[C:5]([CH:6]=[C:7]([C:29]3[C:34]([Cl:35])=[C:33]([O:36][CH3:37])[CH:32]=[C:31]([O:38][CH3:39])[C:30]=3[Cl:40])[C:8](=[O:28])[N:9]2[CH2:12][CH2:13][CH2:14][N:15]2[CH2:20][CH2:19][N:18]([C:21]([O:23][C:24]([CH3:27])([CH3:26])[CH3:25])=[O:22])[CH2:17][CH2:16]2)=[CH:4][N:3]=1.[C:41]1([C:47]([C:49]2[CH:54]=[CH:53][CH:52]=[CH:51][CH:50]=2)=[NH:48])[CH:46]=[CH:45][CH:44]=[CH:43][CH:42]=1.C1C=CC(P(C2C(C3C(P(C4C=CC=CC=4)C4C=CC=CC=4)=CC=C4C=3C=CC=C4)=C3C(C=CC=C3)=CC=2)C2C=CC=CC=2)=CC=1.C(O[Na])(C)(C)C. Product: [Cl:35][C:34]1[C:33]([O:36][CH3:37])=[CH:32][C:31]([O:38][CH3:39])=[C:30]([Cl:40])[C:29]=1[C:7]1[C:8](=[O:28])[N:9]([CH2:12][CH2:13][CH2:14][N:15]2[CH2:16][CH2:17][N:18]([C:21]([O:23][C:24]([CH3:25])([CH3:27])[CH3:26])=[O:22])[CH2:19][CH2:20]2)[C:10]2[C:5]([CH:6]=1)=[CH:4][N:3]=[C:2]([N:48]=[C:47]([C:41]1[CH:46]=[CH:45][CH:44]=[CH:43][CH:42]=1)[C:49]1[CH:54]=[CH:53][CH:52]=[CH:51][CH:50]=1)[CH:11]=2. The catalyst class is: 101. (4) Reactant: [F:1][C:2]([F:15])([F:14])[O:3][C:4]1[CH:9]=[CH:8][C:7]([CH:10]([OH:13])[CH:11]=[CH2:12])=[CH:6][CH:5]=1. Product: [F:1][C:2]([F:14])([F:15])[O:3][C:4]1[CH:5]=[CH:6][C:7]([C:10](=[O:13])[CH:11]=[CH2:12])=[CH:8][CH:9]=1. The catalyst class is: 327. (5) Reactant: [Cl:1][C:2]1[CH:3]=[CH:4][C:5]2[N:6]([CH:8]=[C:9]([NH:11][C:12](=[O:17])[C:13]([F:16])([F:15])[F:14])[N:10]=2)[N:7]=1.[Br:18]N1C(=O)CCC1=O. Product: [Br:18][C:8]1[N:6]2[N:7]=[C:2]([Cl:1])[CH:3]=[CH:4][C:5]2=[N:10][C:9]=1[NH:11][C:12](=[O:17])[C:13]([F:14])([F:16])[F:15]. The catalyst class is: 22.